From a dataset of Catalyst prediction with 721,799 reactions and 888 catalyst types from USPTO. Predict which catalyst facilitates the given reaction. (1) Reactant: Br[CH2:2]/[CH:3]=[C:4](\[F:10])/[C:5]([O:7][CH2:8][CH3:9])=[O:6].[C:11]([O-:14])(=[O:13])[CH3:12].[Na+]. Product: [C:11]([O:14][CH2:2]/[CH:3]=[C:4](\[F:10])/[C:5]([O:7][CH2:8][CH3:9])=[O:6])(=[O:13])[CH3:12]. The catalyst class is: 35. (2) Reactant: [CH:1]1[C:10]2[C:5](=[CH:6][CH:7]=[CH:8][CH:9]=2)[CH:4]=[CH:3][C:2]=1[OH:11]. Product: [OH:11][C:2]1[CH:3]=[CH:4][C:5]2[C:10](=[CH:9][CH:8]=[CH:7][CH:6]=2)[C:1]=1[C:1]1[C:10]2[C:5](=[CH:6][CH:7]=[CH:8][CH:9]=2)[CH:4]=[CH:3][C:2]=1[OH:11]. The catalyst class is: 6. (3) Reactant: [CH:1]1([C:4]([C:6]2[S:10][C:9]([NH2:11])=[N:8][C:7]=2[C:12]2[O:13][CH:14]=[CH:15][CH:16]=2)=[O:5])[CH2:3][CH2:2]1.C(N(CC)CC)C.Br[CH2:25][C:26](Br)=[O:27].[NH:29]1[CH2:34][CH2:33][O:32][CH2:31][CH2:30]1. Product: [CH:1]1([C:4]([C:6]2[S:10][C:9]([NH:11][C:26](=[O:27])[CH2:25][N:29]3[CH2:34][CH2:33][O:32][CH2:31][CH2:30]3)=[N:8][C:7]=2[C:12]2[O:13][CH:14]=[CH:15][CH:16]=2)=[O:5])[CH2:2][CH2:3]1. The catalyst class is: 20. (4) Reactant: [Cl:1][C:2]1[CH:20]=[C:19]([O:21]C)[CH:18]=[CH:17][C:3]=1[C:4]([NH:6][C:7]1[C:12]([OH:13])=[CH:11][C:10]([O:14]C)=[CH:9][C:8]=1[Cl:16])=O.CCOC(/N=N/C(OCC)=O)=O. Product: [Cl:16][C:8]1[C:7]2[N:6]=[C:4]([C:3]3[CH:17]=[CH:18][C:19]([OH:21])=[CH:20][C:2]=3[Cl:1])[O:13][C:12]=2[CH:11]=[C:10]([OH:14])[CH:9]=1. The catalyst class is: 56. (5) Reactant: [CH:1]1[C:9]2[C:8]3[CH2:10][CH2:11][CH2:12][CH2:13][CH2:14][CH2:15][C:7]=3[O:6][C:5]=2[CH:4]=[CH:3][C:2]=1[NH2:16].[S:17]1[CH:21]=[CH:20][CH:19]=[C:18]1[C:22](Cl)=[O:23]. Product: [CH:1]1[C:9]2[C:8]3[CH2:10][CH2:11][CH2:12][CH2:13][CH2:14][CH2:15][C:7]=3[O:6][C:5]=2[CH:4]=[CH:3][C:2]=1[NH:16][C:22]([C:18]1[S:17][CH:21]=[CH:20][CH:19]=1)=[O:23]. The catalyst class is: 4. (6) The catalyst class is: 20. Product: [CH3:1][O:2][C:3]1[N:4]=[CH:5][C:6]([CH2:7][OH:8])=[CH:9][CH:10]=1. Reactant: [CH3:1][O:2][C:3]1[CH:10]=[CH:9][C:6]([CH:7]=[O:8])=[CH:5][N:4]=1.[H-].[H-].[H-].[H-].[Li+].[Al+3].CCOC(C)=O. (7) Reactant: C([O:5][C:6]([CH2:8][C:9]1[N:13]2[CH:14]=[C:15]([CH3:18])[CH:16]=[CH:17][C:12]2=[N:11][C:10]=1[C:19]1[CH:28]=[CH:27][C:22](C(OC)=O)=[CH:21][CH:20]=1)=[O:7])(C)(C)C.F[C:30](F)(F)[C:31]([OH:33])=[O:32]. Product: [C:31]([CH2:30][C:22]1[CH:21]=[CH:20][C:19]([C:10]2[N:11]=[C:12]3[CH:17]=[CH:16][C:15]([CH3:18])=[CH:14][N:13]3[C:9]=2[CH2:8][C:6]([OH:5])=[O:7])=[CH:28][CH:27]=1)([OH:33])=[O:32]. The catalyst class is: 4.